This data is from Forward reaction prediction with 1.9M reactions from USPTO patents (1976-2016). The task is: Predict the product of the given reaction. (1) Given the reactants [CH3:1][S:2][C:3](SC)=[N:4][S:5]([CH3:8])(=[O:7])=[O:6].[CH3:11][NH2:12].C1COCC1, predict the reaction product. The product is: [CH3:8][S:5]([NH:4][C:3]([S:2][CH3:1])=[N:12][CH3:11])(=[O:7])=[O:6]. (2) Given the reactants [CH3:1][O:2][C:3](=[O:10])[CH2:4][CH2:5][CH2:6][CH2:7][CH2:8][OH:9].[C:11]1([CH3:21])[CH:16]=[CH:15][C:14]([S:17](Cl)(=[O:19])=[O:18])=[CH:13][CH:12]=1.N1C=CC=CC=1, predict the reaction product. The product is: [CH3:1][O:2][C:3](=[O:10])[CH2:4][CH2:5][CH2:6][CH2:7][CH2:8][O:9][S:17]([C:14]1[CH:15]=[CH:16][C:11]([CH3:21])=[CH:12][CH:13]=1)(=[O:19])=[O:18]. (3) Given the reactants [Cl:1][C:2]1[CH:7]=[C:6]([F:8])[CH:5]=[C:4]([Cl:9])[C:3]=1[N:10]1[CH:19]=[C:13]2[CH:14]=[N+:15]([O-])[CH:16]=[CH:17][C:12]2=[N:11]1.P(Cl)(Cl)([Cl:22])=O, predict the reaction product. The product is: [Cl:22][C:14]1[C:13]2=[CH:19][N:10]([C:3]3[C:2]([Cl:1])=[CH:7][C:6]([F:8])=[CH:5][C:4]=3[Cl:9])[N:11]=[C:12]2[CH:17]=[CH:16][N:15]=1. (4) Given the reactants FC(F)(F)S(O[C:7]1[CH:12]=[CH:11][C:10]([N:13]2[CH:18]=[C:17]([O:19][CH3:20])[C:16](=[O:21])[C:15]([C:22]3[N:26]([C:27]4[CH:32]=[CH:31][CH:30]=[CH:29][CH:28]=4)[N:25]=[CH:24][CH:23]=3)=[N:14]2)=[C:9]([F:33])[CH:8]=1)(=O)=O.[CH3:36][C:37]1[C:41](B(O)O)=[C:40]([CH3:45])[O:39][N:38]=1.C([O-])([O-])=O.[Na+].[Na+].COCCOC, predict the reaction product. The product is: [CH3:36][C:37]1[C:41]([C:7]2[CH:12]=[CH:11][C:10]([N:13]3[CH:18]=[C:17]([O:19][CH3:20])[C:16](=[O:21])[C:15]([C:22]4[N:26]([C:27]5[CH:32]=[CH:31][CH:30]=[CH:29][CH:28]=5)[N:25]=[CH:24][CH:23]=4)=[N:14]3)=[C:9]([F:33])[CH:8]=2)=[C:40]([CH3:45])[O:39][N:38]=1. (5) Given the reactants C[N:2](C)/[CH:3]=[CH:4]/[C:5]([C:7]1[C:12](=[O:13])[CH:11]=[CH:10][N:9]([C:14]2[CH:19]=[CH:18][CH:17]=[C:16]([F:20])[CH:15]=2)[N:8]=1)=O.[O:22]1[C:26]2[CH:27]=[CH:28][C:29]([NH:31]N)=[CH:30][C:25]=2[O:24][CH2:23]1.N([O-])=O.[Na+].[Sn](Cl)Cl, predict the reaction product. The product is: [O:22]1[C:26]2[CH:27]=[CH:28][C:29]([N:31]3[C:5]([C:7]4[C:12](=[O:13])[CH:11]=[CH:10][N:9]([C:14]5[CH:19]=[CH:18][CH:17]=[C:16]([F:20])[CH:15]=5)[N:8]=4)=[CH:4][CH:3]=[N:2]3)=[CH:30][C:25]=2[O:24][CH2:23]1. (6) Given the reactants [Br:1][C:2]1[C:3]([O:9][CH3:10])=[N:4][C:5](Cl)=[N:6][CH:7]=1.[I-:11].[Na+], predict the reaction product. The product is: [Br:1][C:2]1[C:3]([O:9][CH3:10])=[N:4][C:5]([I:11])=[N:6][CH:7]=1. (7) Given the reactants [CH2:1]([C@@:5]1([CH2:38][CH3:39])[NH:11][C@H:10]([C:12]2[CH:17]=[CH:16][CH:15]=[CH:14][CH:13]=2)[C:9]2[CH:18]=[C:19]([O:34][CH3:35])[C:20]([CH2:22][CH2:23][C:24]([NH:26][C:27]([CH3:33])([C:29]([O:31]C)=[O:30])[CH3:28])=[O:25])=[CH:21][C:8]=2[S:7](=[O:37])(=[O:36])[CH2:6]1)[CH2:2][CH2:3][CH3:4].[OH-].[Li+], predict the reaction product. The product is: [CH2:1]([C@@:5]1([CH2:38][CH3:39])[NH:11][C@H:10]([C:12]2[CH:17]=[CH:16][CH:15]=[CH:14][CH:13]=2)[C:9]2[CH:18]=[C:19]([O:34][CH3:35])[C:20]([CH2:22][CH2:23][C:24]([NH:26][C:27]([CH3:33])([C:29]([OH:31])=[O:30])[CH3:28])=[O:25])=[CH:21][C:8]=2[S:7](=[O:36])(=[O:37])[CH2:6]1)[CH2:2][CH2:3][CH3:4]. (8) Given the reactants [Cl:1][C:2]1[C:7]([C:8]#[N:9])=[CH:6][N:5]=[C:4]2[CH:10]=[CH:11][S:12][C:3]=12.[C:13]([O:17][C:18]([CH:20]=P(C1C=CC=CC=1)(C1C=CC=CC=1)C1C=CC=CC=1)=[O:19])([CH3:16])([CH3:15])[CH3:14].Cl[CH2:41]Cl, predict the reaction product. The product is: [Cl:1][C:2]1[C:7]([C:8]#[N:9])=[CH:6][N:5]=[C:4]2[CH:10]=[C:11](/[CH:41]=[CH:20]/[C:18]([O:17][C:13]([CH3:14])([CH3:15])[CH3:16])=[O:19])[S:12][C:3]=12. (9) Given the reactants [Br:1][C:2]1[CH:18]=[CH:17][C:16]([F:19])=[CH:15][C:3]=1[CH2:4][NH:5][C:6](=[NH:14])[CH:7](OCC)OCC.ClCCl.OS(O)(=O)=O, predict the reaction product. The product is: [Br:1][C:2]1[CH:18]=[CH:17][C:16]([F:19])=[C:15]2[C:3]=1[CH:4]=[N:5][C:6]([NH2:14])=[CH:7]2.